This data is from Full USPTO retrosynthesis dataset with 1.9M reactions from patents (1976-2016). The task is: Predict the reactants needed to synthesize the given product. Given the product [C:17]1([N:16]2[C:12]([NH:4][CH2:3][C:1]#[N:2])=[CH:13][CH:14]=[N:15]2)[CH:18]=[CH:19][CH:20]=[CH:21][CH:22]=1, predict the reactants needed to synthesize it. The reactants are: [C:1]([CH2:3][N:4]([C:12]1[N:16]([C:17]2[CH:22]=[CH:21][CH:20]=[CH:19][CH:18]=2)[N:15]=[CH:14][CH:13]=1)C(=O)OC(C)(C)C)#[N:2].C(O)(C(F)(F)F)=O.